Dataset: Reaction yield outcomes from USPTO patents with 853,638 reactions. Task: Predict the reaction yield, written as a fraction of the theoretical maximum amount of product (1.0 means a 100% yield; for example, 0.34 means a 34% yield). The reactants are [C:1]([O:5][C:6]([NH:8][C:9]([CH2:21][CH2:22][CH2:23][CH2:24][B:25]1[O:29][C:28]([CH3:31])([CH3:30])[C:27]([CH3:33])([CH3:32])[O:26]1)([CH2:17][CH2:18][CH:19]=[CH2:20])[C:10]([O:12][C:13]([CH3:16])([CH3:15])[CH3:14])=[O:11])=[O:7])([CH3:4])([CH3:3])[CH3:2].[CH2:34]1COCC1.C[Si]([N-][Si](C)(C)C)(C)C.[Na+].IC. The catalyst is C(OCC)C. The product is [C:1]([O:5][C:6]([N:8]([CH3:34])[C:9]([CH2:21][CH2:22][CH2:23][CH2:24][B:25]1[O:26][C:27]([CH3:33])([CH3:32])[C:28]([CH3:31])([CH3:30])[O:29]1)([CH2:17][CH2:18][CH:19]=[CH2:20])[C:10]([O:12][C:13]([CH3:14])([CH3:15])[CH3:16])=[O:11])=[O:7])([CH3:2])([CH3:3])[CH3:4]. The yield is 0.910.